From a dataset of Forward reaction prediction with 1.9M reactions from USPTO patents (1976-2016). Predict the product of the given reaction. Given the reactants Br[C:2]1[CH:7]=[CH:6][C:5]([Br:8])=[CH:4][N:3]=1.C([O:11][C:12](=O)[C:13]([F:16])([F:15])[F:14])C, predict the reaction product. The product is: [Br:8][C:5]1[CH:6]=[CH:7][C:2]([C:12](=[O:11])[C:13]([F:16])([F:15])[F:14])=[N:3][CH:4]=1.